From a dataset of Peptide-MHC class I binding affinity with 185,985 pairs from IEDB/IMGT. Regression. Given a peptide amino acid sequence and an MHC pseudo amino acid sequence, predict their binding affinity value. This is MHC class I binding data. (1) The peptide sequence is RTFSIPLGV. The MHC is HLA-A02:01 with pseudo-sequence HLA-A02:01. The binding affinity (normalized) is 0.466. (2) The peptide sequence is KNWMTQTLL. The MHC is Mamu-B08 with pseudo-sequence Mamu-B08. The binding affinity (normalized) is 0.294. (3) The binding affinity (normalized) is 0.514. The MHC is HLA-B44:02 with pseudo-sequence HLA-B44:02. The peptide sequence is AEFKSRFFVM. (4) The peptide sequence is ISEPMFHQG. The MHC is HLA-B40:01 with pseudo-sequence HLA-B40:01. The binding affinity (normalized) is 0.0847.